From a dataset of Full USPTO retrosynthesis dataset with 1.9M reactions from patents (1976-2016). Predict the reactants needed to synthesize the given product. The reactants are: [Br:1][C:2]1[CH:3]=[CH:4][C:5](F)=[C:6]([CH:9]=1)[CH:7]=[O:8].C(=O)([O-])[O-].[K+].[K+].O.[CH3:18][N:19]([CH:21]=O)C. Given the product [N:19]1([C:5]2[CH:4]=[CH:3][C:2]([Br:1])=[CH:9][C:6]=2[CH:7]=[O:8])[CH2:21][CH2:4][CH2:3][CH2:2][CH2:9][CH2:6][CH2:18]1, predict the reactants needed to synthesize it.